Regression. Given two drug SMILES strings and cell line genomic features, predict the synergy score measuring deviation from expected non-interaction effect. From a dataset of NCI-60 drug combinations with 297,098 pairs across 59 cell lines. (1) Drug 1: C(=O)(N)NO. Drug 2: CCC1(C2=C(COC1=O)C(=O)N3CC4=CC5=C(C=CC(=C5CN(C)C)O)N=C4C3=C2)O.Cl. Cell line: SF-268. Synergy scores: CSS=36.9, Synergy_ZIP=-3.77, Synergy_Bliss=0.464, Synergy_Loewe=-21.3, Synergy_HSA=1.78. (2) Drug 1: C1CCC(C1)C(CC#N)N2C=C(C=N2)C3=C4C=CNC4=NC=N3. Drug 2: CC1CCCC2(C(O2)CC(NC(=O)CC(C(C(=O)C(C1O)C)(C)C)O)C(=CC3=CSC(=N3)C)C)C. Cell line: NCI-H226. Synergy scores: CSS=15.3, Synergy_ZIP=0.819, Synergy_Bliss=6.41, Synergy_Loewe=4.38, Synergy_HSA=5.60. (3) Synergy scores: CSS=17.0, Synergy_ZIP=-3.93, Synergy_Bliss=-0.523, Synergy_Loewe=-19.7, Synergy_HSA=-1.04. Cell line: OVCAR-8. Drug 1: CC(C)NC(=O)C1=CC=C(C=C1)CNNC.Cl. Drug 2: C1CCC(C(C1)N)N.C(=O)(C(=O)[O-])[O-].[Pt+4]. (4) Drug 1: CC(C)(C#N)C1=CC(=CC(=C1)CN2C=NC=N2)C(C)(C)C#N. Drug 2: C1=NNC2=C1C(=O)NC=N2. Cell line: SK-MEL-5. Synergy scores: CSS=-1.50, Synergy_ZIP=-1.84, Synergy_Bliss=-5.92, Synergy_Loewe=-6.08, Synergy_HSA=-5.90. (5) Cell line: OVCAR-8. Drug 1: CC1CCC2CC(C(=CC=CC=CC(CC(C(=O)C(C(C(=CC(C(=O)CC(OC(=O)C3CCCCN3C(=O)C(=O)C1(O2)O)C(C)CC4CCC(C(C4)OC)OCCO)C)C)O)OC)C)C)C)OC. Drug 2: C(=O)(N)NO. Synergy scores: CSS=22.8, Synergy_ZIP=-4.10, Synergy_Bliss=3.08, Synergy_Loewe=-12.3, Synergy_HSA=1.33.